This data is from Forward reaction prediction with 1.9M reactions from USPTO patents (1976-2016). The task is: Predict the product of the given reaction. (1) Given the reactants [Cl:1][C:2]1[CH:7]=[CH:6][C:5]([N:8]=[C:9]=[S:10])=[CH:4][CH:3]=1.Cl.[O-:12][Mn](=O)(=O)=O.[K+].[CH3:18][N:19]=[C:20]=[O:21], predict the reaction product. The product is: [Cl:1][C:2]1[CH:7]=[CH:6][C:5]([N:8]2[C:9](=[O:12])[S:10][N:19]([CH3:18])[C:20]2=[O:21])=[CH:4][CH:3]=1. (2) Given the reactants [CH2:1]([O:8][C:9]1[CH:16]=[CH:15][C:12]([CH:13]=O)=[CH:11][CH:10]=1)[C:2]1[CH:7]=[CH:6][CH:5]=[CH:4][CH:3]=1.[CH3:17][O:18][CH2:19][CH2:20][O:21][CH2:22][C:23]([O:25][CH2:26][C:27]1[CH:32]=[CH:31][CH:30]=[CH:29][CH:28]=1)=[O:24].CC(C)([O-])C.[K+].C(O)(=O)C.C1(C)C=CC(S(O)(=O)=O)=CC=1, predict the reaction product. The product is: [CH2:26]([O:25][C:23](=[O:24])/[C:22](/[O:21][CH2:20][CH2:19][O:18][CH3:17])=[CH:13]/[C:12]1[CH:15]=[CH:16][C:9]([O:8][CH2:1][C:2]2[CH:7]=[CH:6][CH:5]=[CH:4][CH:3]=2)=[CH:10][CH:11]=1)[C:27]1[CH:32]=[CH:31][CH:30]=[CH:29][CH:28]=1. (3) Given the reactants [NH2:1][C:2]1[CH:3]=[CH:4][CH:5]=[C:6]2[C:10]=1[C:9](=[O:11])[N:8]([C:12]1[CH:13]=[C:14]([CH:29]=[CH:30][CH:31]=1)[O:15][CH:16]1[CH2:21][CH2:20][N:19]([C:22]([O:24][C:25]([CH3:28])([CH3:27])[CH3:26])=[O:23])[CH2:18][CH2:17]1)[CH2:7]2.[N:32]1[CH:37]=[CH:36][CH:35]=[C:34]([CH2:38][C:39](O)=[O:40])[CH:33]=1, predict the reaction product. The product is: [O:11]=[C:9]1[C:10]2[C:6](=[CH:5][CH:4]=[CH:3][C:2]=2[NH:1][C:39](=[O:40])[CH2:38][C:34]2[CH:33]=[N:32][CH:37]=[CH:36][CH:35]=2)[CH2:7][N:8]1[C:12]1[CH:13]=[C:14]([CH:29]=[CH:30][CH:31]=1)[O:15][CH:16]1[CH2:21][CH2:20][N:19]([C:22]([O:24][C:25]([CH3:28])([CH3:26])[CH3:27])=[O:23])[CH2:18][CH2:17]1. (4) Given the reactants [Cl:1][C:2]1[CH:27]=[CH:26][C:5]2[N:6]3[C:10]([CH2:11][NH:12][CH2:13][C:4]=2[CH:3]=1)=[N:9][N:8]=[C:7]3[C@H:14]1[CH2:19][CH2:18][C@H:17]([C:20]2[CH:24]=[C:23]([CH3:25])[O:22][N:21]=2)[CH2:16][CH2:15]1.C(N(CC)CC)C.[C:35](Cl)(=[O:37])[CH3:36], predict the reaction product. The product is: [Cl:1][C:2]1[CH:27]=[CH:26][C:5]2[N:6]3[C:10]([CH2:11][N:12]([C:35](=[O:37])[CH3:36])[CH2:13][C:4]=2[CH:3]=1)=[N:9][N:8]=[C:7]3[C@H:14]1[CH2:15][CH2:16][C@H:17]([C:20]2[CH:24]=[C:23]([CH3:25])[O:22][N:21]=2)[CH2:18][CH2:19]1. (5) Given the reactants [OH:1][C:2]1[C:3]([C:18](=O)[CH3:19])=[N:4][N:5]([CH3:17])[C:6]=1[C:7]1[CH:12]=[CH:11][CH:10]=[C:9]([C:13]([F:16])([F:15])[F:14])[CH:8]=1.C(OC[C:31]([NH:33][NH2:34])=[O:32])(=O)C1C=CC=CC=1.[CH3:35][CH2:36][CH2:37][CH2:38][CH2:39][CH3:40].[C:41]([O:44][CH2:45]C)(=[O:43])C, predict the reaction product. The product is: [OH:1][C:2]1[C:3]([C:18](=[N:34][NH:33][C:31]([C:37]2[CH:36]=[CH:35][C:40]([C:41]([O:44][CH3:45])=[O:43])=[CH:39][CH:38]=2)=[O:32])[CH3:19])=[N:4][N:5]([CH3:17])[C:6]=1[C:7]1[CH:12]=[CH:11][CH:10]=[C:9]([C:13]([F:16])([F:15])[F:14])[CH:8]=1. (6) Given the reactants [C:1]([O:5][C:6](=[O:19])[NH:7][C:8]1[CH:13]=[CH:12][C:11]([CH:14]([CH2:17][OH:18])[CH2:15][OH:16])=[CH:10][CH:9]=1)([CH3:4])([CH3:3])[CH3:2].CCN(CC)CC.[CH3:27][S:28](Cl)(=[O:30])=[O:29], predict the reaction product. The product is: [C:1]([O:5][C:6]([NH:7][C:8]1[CH:13]=[CH:12][C:11]([CH:14]([CH2:15][O:16][S:28]([CH3:27])(=[O:30])=[O:29])[CH2:17][O:18][S:28]([CH3:27])(=[O:30])=[O:29])=[CH:10][CH:9]=1)=[O:19])([CH3:4])([CH3:2])[CH3:3]. (7) Given the reactants [CH2:1]([C@H:8]1[CH2:12][O:11][C:10](=[O:13])[NH:9]1)[C:2]1[CH:7]=[CH:6][CH:5]=[CH:4][CH:3]=1.C([Li])CCC.[C:19]1([CH2:25][CH2:26][CH2:27][CH2:28][C:29](Cl)=[O:30])[CH:24]=[CH:23][CH:22]=[CH:21][CH:20]=1.OS([O-])(=O)=O.[K+], predict the reaction product. The product is: [CH2:1]([C@H:8]1[CH2:12][O:11][C:10](=[O:13])[N:9]1[C:29](=[O:30])[CH2:28][CH2:27][CH2:26][CH2:25][C:19]1[CH:24]=[CH:23][CH:22]=[CH:21][CH:20]=1)[C:2]1[CH:3]=[CH:4][CH:5]=[CH:6][CH:7]=1.